Task: Predict which catalyst facilitates the given reaction.. Dataset: Catalyst prediction with 721,799 reactions and 888 catalyst types from USPTO (1) Reactant: [C:1]1([C:13]2[CH:18]=[CH:17][CH:16]=[CH:15][CH:14]=2)[CH:6]=[CH:5][C:4]([C:7]([OH:12])([CH3:11])[C:8]([OH:10])=[O:9])=[CH:3][CH:2]=1.[H-].[Na+].[CH2:21](I)[CH3:22].CN(C=O)C.[CH2:29]1COC[CH2:30]1. Product: [CH2:29]([O:9][C:8](=[O:10])[C:7]([C:4]1[CH:5]=[CH:6][C:1]([C:13]2[CH:14]=[CH:15][CH:16]=[CH:17][CH:18]=2)=[CH:2][CH:3]=1)([O:12][CH2:21][CH3:22])[CH3:11])[CH3:30]. The catalyst class is: 6. (2) Reactant: O.[OH-].[Li+].[OH:4][CH2:5][CH2:6][O:7][C:8]1[CH:13]=[CH:12][C:11]([C:14]2[CH:19]=[CH:18][C:17]([C:20]([O:22]CC)=[O:21])=[CH:16][C:15]=2[CH3:25])=[CH:10][CH:9]=1.C(O)C.Cl. Product: [OH:4][CH2:5][CH2:6][O:7][C:8]1[CH:9]=[CH:10][C:11]([C:14]2[CH:19]=[CH:18][C:17]([C:20]([OH:22])=[O:21])=[CH:16][C:15]=2[CH3:25])=[CH:12][CH:13]=1. The catalyst class is: 127. (3) Reactant: [F:1][C:2]1[CH:7]=[CH:6][C:5]([CH2:8][C:9]#[N:10])=[CH:4][C:3]=1[CH3:11].C[Si](C)(C)[O:14][K].O.C(=O)(O)[O-].[Na+]. Product: [F:1][C:2]1[CH:7]=[CH:6][C:5]([CH2:8][C:9]([NH2:10])=[O:14])=[CH:4][C:3]=1[CH3:11]. The catalyst class is: 11. (4) Reactant: [NH2:1][C:2]1[C:7]([C:8]([O:10][CH3:11])=[O:9])=[C:6]([F:12])[C:5](Br)=[CH:4][CH:3]=1.[CH3:14][C:15]1[C:19](B(O)O)=[C:18]([CH3:23])[O:17][N:16]=1.C(=O)([O-])[O-].[Cs+].[Cs+]. Product: [NH2:1][C:2]1[C:7]([C:8]([O:10][CH3:11])=[O:9])=[C:6]([F:12])[C:5]([C:19]2[C:15]([CH3:14])=[N:16][O:17][C:18]=2[CH3:23])=[CH:4][CH:3]=1. The catalyst class is: 149. (5) Reactant: [O:1]1[CH2:5][CH2:4][CH2:3][C@@H:2]1[CH2:6][N:7]1[C:15]2[C:10](=[CH:11][CH:12]=[CH:13][CH:14]=2)[C:9]2([CH2:19][O:18][C:17]3[CH:20]=[C:21]4[C:25](=[CH:26][C:16]2=3)[C:24](=O)[CH2:23][O:22]4)[C:8]1=[O:28].Cl.[NH2:30][OH:31].C([O-])(=O)C.[Na+].[OH-].[Na+]. Product: [O:1]1[CH2:5][CH2:4][CH2:3][C@@H:2]1[CH2:6][N:7]1[C:15]2[C:10](=[CH:11][CH:12]=[CH:13][CH:14]=2)[C:9]2([CH2:19][O:18][C:17]3[CH:20]=[C:21]4[C:25](=[CH:26][C:16]2=3)[C:24](=[N:30][OH:31])[CH2:23][O:22]4)[C:8]1=[O:28]. The catalyst class is: 111. (6) The catalyst class is: 3. Reactant: [CH3:1][C:2]1[CH:6]=[C:5]([CH3:7])[NH:4][N:3]=1.[H-].[Na+].[Br:10][C:11]1[C:12](S(C)(=O)=O)=[N:13][C:14]([NH:17][C:18]2[CH:23]=[CH:22][C:21]([F:24])=[C:20]([Cl:25])[CH:19]=2)=[N:15][CH:16]=1.O. Product: [Br:10][C:11]1[C:16]([N:3]2[C:2]([CH3:1])=[CH:6][C:5]([CH3:7])=[N:4]2)=[N:15][C:14]([NH:17][C:18]2[CH:23]=[CH:22][C:21]([F:24])=[C:20]([Cl:25])[CH:19]=2)=[N:13][CH:12]=1.